Dataset: M1 muscarinic receptor antagonist screen with 61,756 compounds. Task: Binary Classification. Given a drug SMILES string, predict its activity (active/inactive) in a high-throughput screening assay against a specified biological target. (1) The compound is o1c(C(=O)N(Cc2cc(OC)c(O)cc2)c2ccc(cc2)C)ccc1. The result is 0 (inactive). (2) The drug is N1(CCCCCC1)c1ncnc2c1[nH]c1c2cc(cc1)C. The result is 1 (active). (3) The compound is OP(=O)(CCCCP(O)(=O)CCc1ccccc1)CCc1ccccc1. The result is 0 (inactive). (4) The compound is O=C1N(C(Nc2cc(OC)cc(OC)c2)c2ncccc12)Cc1occc1. The result is 0 (inactive). (5) The molecule is OC1CCN(CC1)c1nc2c(cc1C#N)cc(OC)cc2. The result is 0 (inactive).